This data is from Catalyst prediction with 721,799 reactions and 888 catalyst types from USPTO. The task is: Predict which catalyst facilitates the given reaction. (1) Reactant: S([O-])([O-])=O.[Na+].[Na+].[F:7][C:8]1[CH:13]=[C:12]([F:14])[C:11]([F:15])=[CH:10][C:9]=1[S:16](Cl)(=[O:18])=[O:17].S(Cl)(Cl)(=O)=O.[OH-].[Na+].OS(O)(=O)=O. The catalyst class is: 127. Product: [F:7][C:8]1[CH:13]=[C:12]([F:14])[C:11]([F:15])=[CH:10][C:9]=1[S:16]([OH:18])=[O:17]. (2) Reactant: [Cl:1][C:2]1[C:10]([Cl:11])=[CH:9][C:5]2[N:6]=[CH:7][NH:8][C:4]=2[C:3]=1[F:12].O([Si](C)(C)C)S(C(F)(F)F)(=O)=O.C(O[C@@H:29]1[O:46][CH2:45][C@@H:40]([O:41][C:42](=[O:44])[CH3:43])[C@@H:35]([O:36][C:37](=[O:39])[CH3:38])[C@H:30]1[O:31][C:32](=[O:34])[CH3:33])(=O)C.C(=O)(O)[O-].[Na+]. Product: [Cl:1][C:2]1[C:10]([Cl:11])=[CH:9][C:5]2[N:6]([C@@H:45]3[O:46][CH2:29][C@@H:30]([O:31][C:32](=[O:34])[CH3:33])[C@@H:35]([O:36][C:37](=[O:39])[CH3:38])[C@H:40]3[O:41][C:42](=[O:44])[CH3:43])[CH:7]=[N:8][C:4]=2[C:3]=1[F:12]. The catalyst class is: 26. (3) Reactant: Br[CH2:2][C:3]1[CH:8]=[C:7]([Cl:9])[CH:6]=[C:5]([Cl:10])[C:4]=1[OH:11].N[C:13]1[CH:18]=[CH:17][CH:16]=[CH:15][C:14]=1[SH:19].C([N:22](CC)CC)C. Product: [NH2:22][S:19][C:14]1[CH:15]=[CH:16][CH:17]=[CH:18][C:13]=1[CH2:2][C:3]1[CH:8]=[C:7]([Cl:9])[CH:6]=[C:5]([Cl:10])[C:4]=1[OH:11]. The catalyst class is: 1.